From a dataset of Full USPTO retrosynthesis dataset with 1.9M reactions from patents (1976-2016). Predict the reactants needed to synthesize the given product. (1) Given the product [O:31]([C:26]1[CH:27]=[CH:28][CH:29]=[CH:30][C:25]=1[C:21]1[CH:22]=[CH:23][CH:24]=[C:19]([C:10]2[CH:9]=[C:8]([OH:7])[N:12]([C:13]3[CH:18]=[CH:17][CH:16]=[CH:15][N:14]=3)[N:11]=2)[CH:20]=1)[C:32]1[CH:37]=[CH:36][CH:35]=[CH:34][CH:33]=1, predict the reactants needed to synthesize it. The reactants are: C(=O)([O:7][C:8]1[N:12]([C:13]2[CH:18]=[CH:17][CH:16]=[CH:15][N:14]=2)[N:11]=[C:10]([C:19]2[CH:20]=[C:21]([C:25]3[CH:30]=[CH:29][CH:28]=[CH:27][C:26]=3[O:31][C:32]3[CH:37]=[CH:36][CH:35]=[CH:34][CH:33]=3)[CH:22]=[CH:23][CH:24]=2)[CH:9]=1)OC(C)(C)C.C(=O)(OC(C)(C)C)OC1N(C2C=CC=CN=2)N=C(C2C=CC(C3C=CC=CC=3)=CC=2)C=1. (2) Given the product [Cl:16][C:14]1[CH:13]=[CH:12][C:10]2[NH:11][C:7]([C@@H:6]([NH:17][C:18](=[O:33])[C:19]3[CH:24]=[CH:23][C:22]([C:25]([N:27]4[CH2:28][CH2:29][CH2:30][CH2:31]4)=[O:26])=[C:21]([CH3:32])[CH:20]=3)[CH2:5][CH2:4][CH2:3][CH2:2][NH:1][C:49]([C@@H:45]3[CH2:46][CH2:47][CH2:48][N:44]3[CH3:43])=[O:50])=[N:8][C:9]=2[CH:15]=1, predict the reactants needed to synthesize it. The reactants are: [NH2:1][CH2:2][CH2:3][CH2:4][CH2:5][C@H:6]([NH:17][C:18](=[O:33])[C:19]1[CH:24]=[CH:23][C:22]([C:25]([N:27]2[CH2:31][CH2:30][CH2:29][CH2:28]2)=[O:26])=[C:21]([CH3:32])[CH:20]=1)[C:7]1[NH:11][C:10]2[CH:12]=[CH:13][C:14]([Cl:16])=[CH:15][C:9]=2[N:8]=1.C(N(C(C)C)CC)(C)C.[CH3:43][N:44]1[CH2:48][CH2:47][CH2:46][C@H:45]1[C:49](O)=[O:50]. (3) Given the product [CH2:1]([C:4]1[C:12]([O:13][CH3:17])=[CH:11][C:10]([CH3:14])=[C:9]2[C:5]=1[CH:6]=[CH:7][NH:8]2)[CH:2]=[CH2:3], predict the reactants needed to synthesize it. The reactants are: [CH2:1]([C:4]1[C:12]([OH:13])=[CH:11][C:10]([CH3:14])=[C:9]2[C:5]=1[CH:6]=[CH:7][NH:8]2)[CH:2]=[CH2:3].CO.[C:17](C=P(CCCC)(CCCC)CCCC)#N. (4) Given the product [CH2:1]([O:8][C:9]1[CH:25]=[CH:24][CH:23]=[CH:22][C:10]=1[CH2:11][C:12]1[CH:13]=[CH:14][C:15]([C:16]([OH:18])=[O:17])=[CH:20][CH:21]=1)[C:2]1[CH:3]=[CH:4][CH:5]=[CH:6][CH:7]=1, predict the reactants needed to synthesize it. The reactants are: [CH2:1]([O:8][C:9]1[CH:25]=[CH:24][CH:23]=[CH:22][C:10]=1[CH2:11][C:12]1[CH:21]=[CH:20][C:15]([C:16]([O:18]C)=[O:17])=[CH:14][CH:13]=1)[C:2]1[CH:7]=[CH:6][CH:5]=[CH:4][CH:3]=1.[OH-].[Na+]. (5) The reactants are: [F:1][C:2]1[C:7]([C:8]2[CH:13]=[CH:12][N:11]=[CH:10][CH:9]=2)=[CH:6][CH:5]=[CH:4][C:3]=1[C:14](=[O:16])[CH3:15].Cl. Given the product [F:1][C:2]1[C:7]([CH:8]2[CH2:9][CH2:10][NH:11][CH2:12][CH2:13]2)=[CH:6][CH:5]=[CH:4][C:3]=1[C:14](=[O:16])[CH3:15], predict the reactants needed to synthesize it. (6) Given the product [CH2:1]([C:5]1[N:6]([CH3:28])[C:7]2[C:16]3[CH:15]=[C:14]([O:17][CH2:18][CH2:19][CH:7]4[CH2:16][CH2:11][N:10]([C:34]([CH:29]5[CH2:33][CH2:32][CH2:31][CH2:30]5)=[O:35])[CH2:9][CH2:8]4)[CH:13]=[CH:12][C:11]=3[N:10]=[C:9]([NH2:26])[C:8]=2[N:27]=1)[CH2:2][CH2:3][CH3:4], predict the reactants needed to synthesize it. The reactants are: [CH2:1]([C:5]1[N:6]([CH3:28])[C:7]2[C:16]3[CH:15]=[C:14]([O:17][CH2:18][CH2:19]N4CCCCC4)[CH:13]=[CH:12][C:11]=3[N:10]=[C:9]([NH2:26])[C:8]=2[N:27]=1)[CH2:2][CH2:3][CH3:4].[CH:29]1([C:34](Cl)=[O:35])[CH2:33][CH2:32][CH2:31][CH2:30]1. (7) Given the product [CH:19]([C:12]1[CH:11]=[CH:10][C:9]2[C:4](=[O:17])[C:3](=[O:18])[C:2]3[C:7]([C:8]=2[CH:13]=1)=[CH:6][C:5]([CH:7]=[CH:6][C:5]1[CH:14]=[CH:15][CH:2]=[CH:3][CH:4]=1)=[CH:14][CH:15]=3)=[CH:20][C:21]1[CH:26]=[CH:25][CH:24]=[CH:23][CH:22]=1, predict the reactants needed to synthesize it. The reactants are: Br[C:2]1[C:3](=[O:18])[C:4](=[O:17])[C:5]2[CH:6]=[CH:7][C:8]3[C:13]([C:14]=2[CH:15]=1)=[CH:12][C:11](Br)=[CH:10][CH:9]=3.[CH2:19]=[CH:20][C:21]1[CH:26]=[CH:25][CH:24]=[CH:23][CH:22]=1. (8) Given the product [Cl:24][C:20]1[N:19]=[C:18]([NH:17][C:2]2[N:7]=[CH:6][C:5]3[C:8]([C:14]([NH2:16])=[O:15])=[CH:9][N:10]([CH:11]([CH3:13])[CH3:12])[C:4]=3[CH:3]=2)[CH:23]=[CH:22][N:21]=1, predict the reactants needed to synthesize it. The reactants are: Br[C:2]1[N:7]=[CH:6][C:5]2[C:8]([C:14]([NH2:16])=[O:15])=[CH:9][N:10]([CH:11]([CH3:13])[CH3:12])[C:4]=2[CH:3]=1.[NH2:17][C:18]1[CH:23]=[CH:22][N:21]=[C:20]([Cl:24])[N:19]=1.C([O-])([O-])=O.[Cs+].[Cs+]. (9) Given the product [OH:2][C:3]1[C:8]2[NH:9][C:10]([C:12]3[S:13][CH:14]=[CH:15][CH:16]=3)=[N:11][C:7]=2[C:6]([C:17]([NH:19][CH2:20][CH2:21][N:22]2[CH2:23][CH2:24][NH:25][CH2:26][CH2:27]2)=[O:18])=[CH:5][CH:4]=1, predict the reactants needed to synthesize it. The reactants are: C[O:2][C:3]1[C:8]2[NH:9][C:10]([C:12]3[S:13][CH:14]=[CH:15][CH:16]=3)=[N:11][C:7]=2[C:6]([C:17]([NH:19][CH2:20][CH2:21][N:22]2[CH2:27][CH2:26][N:25](C(OC(C)(C)C)=O)[CH2:24][CH2:23]2)=[O:18])=[CH:5][CH:4]=1.B(Br)(Br)Br.